This data is from Peptide-MHC class I binding affinity with 185,985 pairs from IEDB/IMGT. The task is: Regression. Given a peptide amino acid sequence and an MHC pseudo amino acid sequence, predict their binding affinity value. This is MHC class I binding data. (1) The peptide sequence is VMNPLGLNV. The MHC is HLA-A02:12 with pseudo-sequence HLA-A02:12. The binding affinity (normalized) is 0.756. (2) The peptide sequence is YLKDQAQLNAW. The MHC is Mamu-B52 with pseudo-sequence Mamu-B52. The binding affinity (normalized) is 0.416. (3) The peptide sequence is AEMRAYHGF. The binding affinity (normalized) is 0.0847. The MHC is HLA-A26:03 with pseudo-sequence HLA-A26:03. (4) The peptide sequence is SEMIIPKIYG. The MHC is HLA-B44:03 with pseudo-sequence HLA-B44:03. The binding affinity (normalized) is 0.729.